This data is from Full USPTO retrosynthesis dataset with 1.9M reactions from patents (1976-2016). The task is: Predict the reactants needed to synthesize the given product. (1) Given the product [Cl:1][C:2]1[CH:3]=[C:4]([S:8]([N:11]2[C:15]([C:16]3[CH:21]=[CH:20][CH:19]=[CH:18][CH:17]=3)=[CH:14][C:13]([CH2:22][OH:23])=[C:12]2[CH3:27])(=[O:9])=[O:10])[CH:5]=[CH:6][CH:7]=1, predict the reactants needed to synthesize it. The reactants are: [Cl:1][C:2]1[CH:3]=[C:4]([S:8]([N:11]2[C:15]([C:16]3[CH:21]=[CH:20][CH:19]=[CH:18][CH:17]=3)=[CH:14][C:13]([C:22](OCC)=[O:23])=[C:12]2[CH3:27])(=[O:10])=[O:9])[CH:5]=[CH:6][CH:7]=1.[H-].C([Al+]CC(C)C)C(C)C. (2) Given the product [CH2:31]([NH:38][C:20]([C:18]1[CH:17]=[CH:16][C:11]2[N:12]([CH3:15])[C:13](=[O:14])[N:8]([CH2:1][C:2]3[CH:3]=[CH:4][CH:5]=[CH:6][CH:7]=3)[S:9](=[O:24])(=[O:23])[C:10]=2[CH:19]=1)=[O:22])[C:32]1[CH:37]=[CH:36][CH:35]=[CH:34][CH:33]=1, predict the reactants needed to synthesize it. The reactants are: [CH2:1]([N:8]1[C:13](=[O:14])[N:12]([CH3:15])[C:11]2[CH:16]=[CH:17][C:18]([C:20]([OH:22])=O)=[CH:19][C:10]=2[S:9]1(=[O:24])=[O:23])[C:2]1[CH:7]=[CH:6][CH:5]=[CH:4][CH:3]=1.C(Cl)(=O)C(Cl)=O.[CH2:31]([NH2:38])[C:32]1[CH:37]=[CH:36][CH:35]=[CH:34][CH:33]=1.C(N(CC)CC)C. (3) Given the product [ClH:42].[ClH:42].[NH2:7][CH2:8][CH2:9][N:10]1[C:18]2[C:17]([NH:19][C:20]3[CH:25]=[CH:24][C:23]([O:26][C:27]4[CH:32]=[CH:31][CH:30]=[C:29]([O:33][C:34]([F:38])([F:39])[CH:35]([F:36])[F:37])[CH:28]=4)=[C:22]([CH3:40])[CH:21]=3)=[N:16][CH:15]=[N:14][C:13]=2[CH:12]=[CH:11]1, predict the reactants needed to synthesize it. The reactants are: C(OC(=O)[NH:7][CH2:8][CH2:9][N:10]1[C:18]2[C:17]([NH:19][C:20]3[CH:25]=[CH:24][C:23]([O:26][C:27]4[CH:32]=[CH:31][CH:30]=[C:29]([O:33][C:34]([F:39])([F:38])[CH:35]([F:37])[F:36])[CH:28]=4)=[C:22]([CH3:40])[CH:21]=3)=[N:16][CH:15]=[N:14][C:13]=2[CH:12]=[CH:11]1)(C)(C)C.[ClH:42]. (4) Given the product [CH2:22]([N:1]([CH2:6][C:5]1[CH:8]=[CH:9][CH:2]=[CH:3][CH:4]=1)[C:2]1[CH:9]=[CH:8][C:5]([C:6]#[N:7])=[CH:4][CH:3]=1)[C:19]1[CH:20]=[CH:21][CH:16]=[CH:17][CH:18]=1, predict the reactants needed to synthesize it. The reactants are: [NH2:1][C:2]1[CH:9]=[CH:8][C:5]([C:6]#[N:7])=[CH:4][CH:3]=1.C([O-])([O-])=O.[K+].[K+].[CH:16]1[CH:21]=[CH:20][C:19]([CH2:22]Br)=[CH:18][CH:17]=1. (5) The reactants are: C[O:2][C:3](=[O:33])[CH2:4][CH2:5][C:6]1[O:7][CH:8]=[C:9]([C:11]2[CH:16]=[CH:15][C:14]([NH:17][C:18]3[CH:23]=[C:22]([C:24]4[CH:29]=[C:28]([Cl:30])[CH:27]=[CH:26][C:25]=4[CH3:31])[N:21]=[C:20]([NH2:32])[N:19]=3)=[CH:13][CH:12]=2)[N:10]=1.CO.[OH-].[Na+].[ClH:38]. Given the product [NH2:32][C:20]1[N:19]=[C:18]([NH:17][C:14]2[CH:13]=[CH:12][C:11]([C:9]3[N:10]=[C:6]([CH2:5][CH2:4][C:3]([OH:33])=[O:2])[O:7][CH:8]=3)=[CH:16][CH:15]=2)[CH:23]=[C:22]([C:24]2[CH:29]=[C:28]([Cl:30])[CH:27]=[CH:26][C:25]=2[CH3:31])[N:21]=1.[ClH:38], predict the reactants needed to synthesize it.